Dataset: Catalyst prediction with 721,799 reactions and 888 catalyst types from USPTO. Task: Predict which catalyst facilitates the given reaction. (1) Reactant: [OH-].[K+].[CH2:3]([O:10][C:11]1[C:12]([CH:20]2[C:28]3[C:23](=[CH:24][CH:25]=[CH:26][CH:27]=3)[N:22]([CH2:29][C:30]3[O:31][C:32]([C:35]([F:38])([F:37])[F:36])=[CH:33][CH:34]=3)[C:21]2=[O:39])=[CH:13][C:14]2[O:18][CH2:17][O:16][C:15]=2[CH:19]=1)[C:4]1[CH:9]=[CH:8][CH:7]=[CH:6][CH:5]=1.Cl[CH2:41][O:42][CH2:43][C:44]1[CH:49]=[CH:48][CH:47]=[CH:46][CH:45]=1. Product: [CH2:3]([O:10][C:11]1[C:12]([C@:20]2([CH2:41][O:42][CH2:43][C:44]3[CH:49]=[CH:48][CH:47]=[CH:46][CH:45]=3)[C:28]3[C:23](=[CH:24][CH:25]=[CH:26][CH:27]=3)[N:22]([CH2:29][C:30]3[O:31][C:32]([C:35]([F:38])([F:37])[F:36])=[CH:33][CH:34]=3)[C:21]2=[O:39])=[CH:13][C:14]2[O:18][CH2:17][O:16][C:15]=2[CH:19]=1)[C:4]1[CH:9]=[CH:8][CH:7]=[CH:6][CH:5]=1. The catalyst class is: 133. (2) Reactant: C([Cl:4])(=O)C.C(O)C.[F:8][C:9]1[CH:10]=[CH:11][CH:12]=[C:13]2[C:17]=1[NH:16][CH:15]=[C:14]2[CH2:18][CH2:19][NH:20][CH2:21][C:22]1[CH:27]=[CH:26][CH:25]=[C:24]([O:28][CH2:29][C:30]([F:35])([F:34])[CH:31]([F:33])[F:32])[CH:23]=1. Product: [ClH:4].[F:8][C:9]1[CH:10]=[CH:11][CH:12]=[C:13]2[C:17]=1[NH:16][CH:15]=[C:14]2[CH2:18][CH2:19][NH:20][CH2:21][C:22]1[CH:27]=[CH:26][CH:25]=[C:24]([O:28][CH2:29][C:30]([F:35])([F:34])[CH:31]([F:33])[F:32])[CH:23]=1. The catalyst class is: 13. (3) The catalyst class is: 3. Product: [CH2:9]([NH:16][C:6]([CH:4]1[CH2:3][C:2](=[O:1])[CH2:5]1)=[O:8])[C:10]1[CH:15]=[CH:14][CH:13]=[CH:12][CH:11]=1. Reactant: [O:1]=[C:2]1[CH2:5][CH:4]([C:6]([OH:8])=O)[CH2:3]1.[CH2:9]([NH2:16])[C:10]1[CH:15]=[CH:14][CH:13]=[CH:12][CH:11]=1.C(N(CC)CC)C.F[P-](F)(F)(F)(F)F.N1(O[P+](N(C)C)(N(C)C)N(C)C)C2C=CC=CC=2N=N1. (4) Reactant: C(N(CC)CC)C.Cl.[C:9]([O:13][C:14](=[O:21])[C@H:15]([CH2:17][CH:18]([CH3:20])[CH3:19])[NH2:16])([CH3:12])([CH3:11])[CH3:10].[CH:22](OCC#N)=[O:23]. Product: [C:9]([O:13][C:14](=[O:21])[C@H:15]([CH2:17][CH:18]([CH3:19])[CH3:20])[NH:16][CH:22]=[O:23])([CH3:12])([CH3:11])[CH3:10]. The catalyst class is: 4. (5) Reactant: [Cl:1][C:2]1[CH:7]=[CH:6][C:5]([NH:8][C:9]2[S:10][CH:11]=[C:12]([C:14]([OH:16])=[O:15])[N:13]=2)=[CH:4][C:3]=1[O:17][CH3:18].[Cl:19][C:20]1[CH:28]=[C:27]([Cl:29])[CH:26]=[CH:25][C:21]=1[C:22](Cl)=[O:23].C(=O)([O-])[O-].[K+].[K+]. Product: [Cl:19][C:20]1[CH:28]=[C:27]([Cl:29])[CH:26]=[CH:25][C:21]=1[C:22]([N:8]([C:5]1[CH:6]=[CH:7][C:2]([Cl:1])=[C:3]([O:17][CH3:18])[CH:4]=1)[C:9]1[S:10][CH:11]=[C:12]([C:14]([OH:16])=[O:15])[N:13]=1)=[O:23]. The catalyst class is: 1. (6) Reactant: C(OC(=O)[NH:7][C:8]1[CH:13]=[C:12]([N:14]([CH3:16])[CH3:15])[C:11]([C:17]([F:20])([F:19])[F:18])=[CH:10][C:9]=1[NH:21][C:22](=[O:39])[CH2:23][C:24]([C:26]1[CH:31]=[CH:30][CH:29]=[C:28]([C:32]2[C:33]([CH3:38])=[N:34][CH:35]=[CH:36][CH:37]=2)[CH:27]=1)=O)(C)(C)C.C(O)(C(F)(F)F)=O. Product: [CH3:16][N:14]([CH3:15])[C:12]1[C:11]([C:17]([F:18])([F:20])[F:19])=[CH:10][C:9]2[NH:21][C:22](=[O:39])[CH2:23][C:24]([C:26]3[CH:31]=[CH:30][CH:29]=[C:28]([C:32]4[C:33]([CH3:38])=[N:34][CH:35]=[CH:36][CH:37]=4)[CH:27]=3)=[N:7][C:8]=2[CH:13]=1. The catalyst class is: 2. (7) Reactant: N(C(N1CCCCC1)=O)=NC(N1CCCCC1)=O.[Si:19]([O:36][CH2:37][CH2:38][C@@H:39]([CH3:42])[CH2:40]O)([C:32]([CH3:35])([CH3:34])[CH3:33])([C:26]1[CH:31]=[CH:30][CH:29]=[CH:28][CH:27]=1)[C:20]1[CH:25]=[CH:24][CH:23]=[CH:22][CH:21]=1.[NH:43]([C:51]([O:53][C:54]([CH3:57])([CH3:56])[CH3:55])=[O:52])[C:44]([O:46][C:47]([CH3:50])([CH3:49])[CH3:48])=[O:45].C(P(CCCC)CCCC)CCC. Product: [Si:19]([O:36][CH2:37][CH2:38][C@@H:39]([CH3:42])[CH2:40][N:43]([C:44]([O:46][C:47]([CH3:48])([CH3:49])[CH3:50])=[O:45])[C:51]([O:53][C:54]([CH3:57])([CH3:56])[CH3:55])=[O:52])([C:32]([CH3:33])([CH3:34])[CH3:35])([C:26]1[CH:27]=[CH:28][CH:29]=[CH:30][CH:31]=1)[C:20]1[CH:25]=[CH:24][CH:23]=[CH:22][CH:21]=1. The catalyst class is: 345. (8) The catalyst class is: 4. Product: [Cl:1][C:2]1[CH:22]=[CH:21][CH:20]=[CH:19][C:3]=1[CH:4]([O:12][CH:13]1[CH2:18][CH2:17][N:16]([C:28](=[S:29])[NH:27][C:23]([CH3:26])([CH3:25])[CH3:24])[CH2:15][CH2:14]1)[C:5]1[CH:6]=[CH:7][C:8]([Cl:11])=[CH:9][CH:10]=1. Reactant: [Cl:1][C:2]1[CH:22]=[CH:21][CH:20]=[CH:19][C:3]=1[CH:4]([O:12][CH:13]1[CH2:18][CH2:17][NH:16][CH2:15][CH2:14]1)[C:5]1[CH:10]=[CH:9][C:8]([Cl:11])=[CH:7][CH:6]=1.[C:23]([N:27]=[C:28]=[S:29])([CH3:26])([CH3:25])[CH3:24].CC[NH+](CC)CC.CC[NH+](CC)CC.C([O-])([O-])=O.C(O)C(N)(CO)CO. (9) Reactant: [CH3:1][C:2]1[C:3]([CH2:8][NH:9][CH2:10][C:11]2[C:16]([CH3:17])=[CH:15][CH:14]=[CH:13][N:12]=2)=[N:4][CH:5]=[CH:6][CH:7]=1.[CH3:18][O:19][C:20](=[O:31])[C:21]1[CH:26]=[C:25]([C:27]#[N:28])[CH:24]=[CH:23][C:22]=1[CH2:29]Br.CCN(C(C)C)C(C)C. Product: [CH3:18][O:19][C:20](=[O:31])[C:21]1[CH:26]=[C:25]([C:27]#[N:28])[CH:24]=[CH:23][C:22]=1[CH2:29][N:9]([CH2:10][C:11]1[C:16]([CH3:17])=[CH:15][CH:14]=[CH:13][N:12]=1)[CH2:8][C:3]1[C:2]([CH3:1])=[CH:7][CH:6]=[CH:5][N:4]=1. The catalyst class is: 23. (10) Reactant: [CH3:1][C:2]1[C:7]([OH:8])=[CH:6][CH:5]=[CH:4][N:3]=1.[H-].[Na+].[Br:11][C:12]1[CH:13]=[C:14]([N+]([O-])=O)[C:15]([C:18]#[N:19])=[N:16][CH:17]=1.[NH4+].[Cl-]. Product: [Br:11][C:12]1[CH:13]=[C:14]([O:8][C:7]2[C:2]([CH3:1])=[N:3][CH:4]=[CH:5][CH:6]=2)[C:15]([C:18]#[N:19])=[N:16][CH:17]=1. The catalyst class is: 136.